From a dataset of Catalyst prediction with 721,799 reactions and 888 catalyst types from USPTO. Predict which catalyst facilitates the given reaction. (1) Reactant: [Br:1][C:2]1[CH:7]=[CH:6][C:5]([C:8]2[N:9]=[C:10]([NH2:13])[S:11][CH:12]=2)=[CH:4][CH:3]=1.C(N(C(C)C)CC)(C)C.[C:23]([O:26][CH2:27][C:28](Cl)=[O:29])(=[O:25])[CH3:24]. The catalyst class is: 124. Product: [C:23]([O:26][CH2:27][C:28]([NH:13][C:10]1[S:11][CH:12]=[C:8]([C:5]2[CH:4]=[CH:3][C:2]([Br:1])=[CH:7][CH:6]=2)[N:9]=1)=[O:29])(=[O:25])[CH3:24]. (2) Reactant: [C:1]([OH:6])(=[O:5])[C:2]([OH:4])=[O:3].[Cl:7][C:8]1[CH:9]=[CH:10][CH:11]=[C:12]2[C:19]=1[C:15]([CH2:16][CH2:17][NH2:18])=[CH:14][NH:13]2.CCOC(C)=O.CCOCC. Product: [C:1]([OH:6])(=[O:5])[C:2]([OH:4])=[O:3].[Cl:7][C:8]1[CH:9]=[CH:10][CH:11]=[C:12]2[C:19]=1[C:15]([CH2:16][CH2:17][NH2:18])=[CH:14][NH:13]2. The catalyst class is: 5. (3) Reactant: [Cl:1][C:2]1[CH:7]=[CH:6][CH:5]=[C:4]([Cl:8])[C:3]=1[CH2:9][S:10]([C:13]1[CH:14]=[C:15]2[C:19](=[CH:20][CH:21]=1)[NH:18][C:17](=[O:22])/[C:16]/2=[CH:23]\[C:24]1[NH:28][C:27]([CH3:29])=[C:26]([C:30]([OH:32])=O)[C:25]=1[CH3:33])(=[O:12])=[O:11].[CH:34]1([N:37]([CH3:44])[CH2:38][C@H:39]2[CH2:43][CH2:42][CH2:41][NH:40]2)[CH2:36][CH2:35]1.C1C=CC2N(O)N=NC=2C=1.CCN=C=NCCCN(C)C. Product: [CH:34]1([N:37]([CH2:38][C@H:39]2[CH2:43][CH2:42][CH2:41][N:40]2[C:30]([C:26]2[C:25]([CH3:33])=[C:24](/[CH:23]=[C:16]3\[C:17](=[O:22])[NH:18][C:19]4[C:15]\3=[CH:14][C:13]([S:10]([CH2:9][C:3]3[C:4]([Cl:8])=[CH:5][CH:6]=[CH:7][C:2]=3[Cl:1])(=[O:11])=[O:12])=[CH:21][CH:20]=4)[NH:28][C:27]=2[CH3:29])=[O:32])[CH3:44])[CH2:35][CH2:36]1. The catalyst class is: 3. (4) Product: [C:13]([NH:17][C:18]([C:20]1[C:28]2[C:23](=[N:24][CH:25]=[C:26]([C:29]3[C:37]4[C:32](=[CH:33][CH:34]=[C:35]([O:38][CH:39]([F:40])[F:41])[CH:36]=4)[N:31]([CH2:7][C:5]4[CH:4]=[N:3][N:2]([CH3:1])[CH:6]=4)[N:30]=3)[N:27]=2)[N:22]([CH2:42][O:43][CH2:44][CH2:45][Si:46]([CH3:49])([CH3:48])[CH3:47])[CH:21]=1)=[O:19])([CH3:16])([CH3:15])[CH3:14]. The catalyst class is: 3. Reactant: [CH3:1][N:2]1[CH:6]=[C:5]([CH2:7]OS(C)(=O)=O)[CH:4]=[N:3]1.[C:13]([NH:17][C:18]([C:20]1[C:28]2[C:23](=[N:24][CH:25]=[C:26]([C:29]3[C:37]4[C:32](=[CH:33][CH:34]=[C:35]([O:38][CH:39]([F:41])[F:40])[CH:36]=4)[NH:31][N:30]=3)[N:27]=2)[N:22]([CH2:42][O:43][CH2:44][CH2:45][Si:46]([CH3:49])([CH3:48])[CH3:47])[CH:21]=1)=[O:19])([CH3:16])([CH3:15])[CH3:14].C([O-])([O-])=O.[Cs+].[Cs+]. (5) Reactant: OC[C:3]([NH:6][C:7](=[O:9])[CH3:8])([CH3:5])C.N1CC[CH:13]([CH2:16][OH:17])[CH2:12][CH2:11]1.CC#N.O.CC#N. Product: [OH:17][CH2:16][CH:13]1[CH2:5][CH2:3][N:6]([C:7](=[O:9])[CH3:8])[CH2:11][CH2:12]1. The catalyst class is: 6. (6) Reactant: [CH2:1]([N:3]1[CH2:8][CH2:7][N:6]([C:9]2[N:10]=[C:11]([C:18]3[CH:23]=[CH:22][C:21]([OH:24])=[CH:20][CH:19]=3)[CH:12]=[C:13]3[CH:17]=[CH:16][S:15][C:14]=23)[CH2:5][CH2:4]1)[CH3:2].[H-].[Na+].[H][H].[CH3:29][C:30](C)([O:33][SiH2]C(C)(C)C)CBr.[Cl-].[NH4+]. Product: [CH2:1]([N:3]1[CH2:8][CH2:7][N:6]([C:9]2[N:10]=[C:11]([C:18]3[CH:23]=[CH:22][C:21]([O:24][CH2:29][CH2:30][OH:33])=[CH:20][CH:19]=3)[CH:12]=[C:13]3[CH:17]=[CH:16][S:15][C:14]=23)[CH2:5][CH2:4]1)[CH3:2]. The catalyst class is: 434. (7) Reactant: [CH3:1][N:2]([CH3:15])[C:3](=[O:14])[CH2:4][CH2:5][CH2:6][C:7]1[CH:12]=[CH:11][C:10]([NH2:13])=[CH:9][CH:8]=1.[C:16]1(=O)[CH2:19][CH2:18][CH2:17]1.[Si]([C:25]#[N:26])(C)(C)C. Product: [CH3:15][N:2]([CH3:1])[C:3](=[O:14])[CH2:4][CH2:5][CH2:6][C:7]1[CH:8]=[CH:9][C:10]([NH:13][C:16]2([C:25]#[N:26])[CH2:19][CH2:18][CH2:17]2)=[CH:11][CH:12]=1. The catalyst class is: 13. (8) Reactant: [CH:1]1([N:5]2[C:13]3[C:8](=[CH:9][CH:10]=[C:11]([O:14][CH:15]([F:17])[F:16])[CH:12]=3)[C:7]([C:18]#[N:19])=[CH:6]2)[CH2:4][CH2:3][CH2:2]1.[B:20](OC(C)C)([O:25]C(C)C)[O:21]C(C)C.[Li+].CC([N-]C(C)C)C. Product: [C:18]([C:7]1[C:8]2[C:13](=[CH:12][C:11]([O:14][CH:15]([F:16])[F:17])=[CH:10][CH:9]=2)[N:5]([CH:1]2[CH2:2][CH2:3][CH2:4]2)[C:6]=1[B:20]([OH:25])[OH:21])#[N:19]. The catalyst class is: 1.